This data is from Full USPTO retrosynthesis dataset with 1.9M reactions from patents (1976-2016). The task is: Predict the reactants needed to synthesize the given product. (1) Given the product [Cl:3][C:7]1[CH:8]=[N:9][C:10]2[C:15](=[C:14]3[CH:16]=[CH:17][CH:18]=[CH:19][C:13]3=[C:12]3[CH:20]=[CH:21][CH:22]=[CH:23][C:11]3=2)[N:6]=1, predict the reactants needed to synthesize it. The reactants are: P(Cl)(Cl)([Cl:3])=O.[N+:6]1([O-])[C:15]2[C:10](=[C:11]3[CH:23]=[CH:22][CH:21]=[CH:20][C:12]3=[C:13]3[CH:19]=[CH:18][CH:17]=[CH:16][C:14]3=2)[N:9]=[CH:8][CH:7]=1.C(=O)([O-])[O-].[K+].[K+]. (2) Given the product [CH2:8]([C:4]1[CH:3]=[C:2](/[CH:12]=[CH:11]/[C:10]([NH2:14])=[O:13])[CH:7]=[CH:6][CH:5]=1)[CH3:9], predict the reactants needed to synthesize it. The reactants are: Br[C:2]1[CH:7]=[CH:6][CH:5]=[C:4]([CH2:8][CH3:9])[CH:3]=1.[C:10]([NH2:14])(=[O:13])[CH:11]=[CH2:12].C(N(C(C)C)C(C)C)C. (3) The reactants are: C(NC(C)C)(C)C.C([Li])CCC.C[O:14][CH2:15][C:16]([O:18][CH2:19]C)=O.[F:21][C:22]([F:29])([F:28])[C:23](OCC)=O.[C:30]([S:33][CH2:34][C:35]1[CH:40]=[CH:39][CH:38]=[CH:37][CH:36]=1)(=[NH:32])[NH2:31]. Given the product [CH2:34]([S:33][C:30]1[NH:32][C:15](=[O:14])[C:16]([O:18][CH3:19])=[C:23]([C:22]([F:21])([F:28])[F:29])[N:31]=1)[C:35]1[CH:40]=[CH:39][CH:38]=[CH:37][CH:36]=1, predict the reactants needed to synthesize it.